Dataset: Forward reaction prediction with 1.9M reactions from USPTO patents (1976-2016). Task: Predict the product of the given reaction. Given the reactants [F:1][C:2]([F:26])([F:25])[C:3]1[CH:4]=[C:5]([C:21]([F:24])([F:23])[F:22])[C:6]2[CH:7]=[CH:8][C:9]3[N:10]([CH:13]=[C:14]([C:16]([O:18]CC)=O)[N:15]=3)[C:11]=2[N:12]=1.[NH2:27][NH2:28], predict the reaction product. The product is: [F:25][C:2]([F:1])([F:26])[C:3]1[CH:4]=[C:5]([C:21]([F:22])([F:24])[F:23])[C:6]2[CH:7]=[CH:8][C:9]3[N:10]([CH:13]=[C:14]([C:16]([NH:27][NH2:28])=[O:18])[N:15]=3)[C:11]=2[N:12]=1.